Dataset: Full USPTO retrosynthesis dataset with 1.9M reactions from patents (1976-2016). Task: Predict the reactants needed to synthesize the given product. (1) Given the product [CH3:1][NH:2][CH2:3][CH2:4][C@H:5]([O:11][C:12]1[CH:13]=[CH:14][CH:15]=[C:16]2[CH:21]=[CH:20][CH:19]=[CH:18][C:17]=12)[C:6]1[S:10][CH:9]=[CH:8][CH:7]=1.[ClH:22], predict the reactants needed to synthesize it. The reactants are: [CH3:1][NH:2][CH2:3][CH2:4][C@H:5]([O:11][C:12]1[CH:13]=[CH:14][CH:15]=[C:16]2[CH:21]=[CH:20][CH:19]=[CH:18][C:17]=12)[C:6]1[S:10][CH:9]=[CH:8][CH:7]=1.[ClH:22].C(O)(C)C. (2) Given the product [Br:1][C:2]1[CH:7]=[CH:6][C:5]([N:8]2[CH:17]=[N:14][C:12]([CH3:13])=[N:9]2)=[C:4]([F:10])[CH:3]=1, predict the reactants needed to synthesize it. The reactants are: [Br:1][C:2]1[CH:7]=[CH:6][C:5]([NH:8][NH2:9])=[C:4]([F:10])[CH:3]=1.I.[C:12](SC)(=[NH:14])[CH3:13].[CH3:17]O.